From a dataset of TCR-epitope binding with 47,182 pairs between 192 epitopes and 23,139 TCRs. Binary Classification. Given a T-cell receptor sequence (or CDR3 region) and an epitope sequence, predict whether binding occurs between them. The epitope is LLSAGIFGA. The TCR CDR3 sequence is CASLTASEQYF. Result: 0 (the TCR does not bind to the epitope).